Dataset: Reaction yield outcomes from USPTO patents with 853,638 reactions. Task: Predict the reaction yield, written as a fraction of the theoretical maximum amount of product (1.0 means a 100% yield; for example, 0.34 means a 34% yield). (1) The reactants are Cl[CH2:2][C:3]1[S:4][C:5]([C:8]2[CH:13]=[CH:12][C:11]([C:14]([F:17])([F:16])[F:15])=[CH:10][CH:9]=2)=[CH:6][CH:7]=1.[CH2:18]([C@H:25]1[CH2:29][O:28][C:27](=[O:30])[N:26]1[C:31](=[O:46])[CH2:32][C@@H:33]([C:39]1[CH:44]=[CH:43][C:42]([OH:45])=[CH:41][CH:40]=1)[C:34]1[CH:38]=[CH:37][O:36][N:35]=1)[C:19]1[CH:24]=[CH:23][CH:22]=[CH:21][CH:20]=1.C([O-])([O-])=O.[Cs+].[Cs+]. The catalyst is CN(C=O)C.CCOC(C)=O. The product is [O:36]1[CH:37]=[CH:38][C:34]([C@H:33]([C:39]2[CH:44]=[CH:43][C:42]([O:45][CH2:2][C:3]3[S:4][C:5]([C:8]4[CH:13]=[CH:12][C:11]([C:14]([F:17])([F:16])[F:15])=[CH:10][CH:9]=4)=[CH:6][CH:7]=3)=[CH:41][CH:40]=2)[CH2:32][C:31]([N:26]2[C@@H:25]([CH2:18][C:19]3[CH:24]=[CH:23][CH:22]=[CH:21][CH:20]=3)[CH2:29][O:28][C:27]2=[O:30])=[O:46])=[N:35]1. The yield is 0.540. (2) The reactants are S(Cl)(Cl)=O.[CH3:5][O:6][C:7]1[C:15]([O:16][CH3:17])=[C:14]([O:18][CH3:19])[CH:13]=[C:12]([CH3:20])[C:8]=1[C:9]([OH:11])=O.C1(C)C=CC=CC=1.[Cu][C:29]#[N:30]. The catalyst is C(#N)C. The product is [CH3:5][O:6][C:7]1[C:15]([O:16][CH3:17])=[C:14]([O:18][CH3:19])[CH:13]=[C:12]([CH3:20])[C:8]=1[C:9]([C:29]#[N:30])=[O:11]. The yield is 0.450. (3) The reactants are [CH:1]1[C:9]2[C:8]3[CH:10]=[CH:11][CH:12]=[CH:13][C:7]=3[O:6][C:5]=2[C:4](B(O)O)=[CH:3][CH:2]=1.Br[C:18]1[CH:23]=[CH:22][C:21]([Si:24]([CH3:27])([CH3:26])[CH3:25])=[CH:20][CH:19]=1.C([O-])([O-])=O.[K+].[K+]. The catalyst is C1(C)C=CC=CC=1.C(O)C.O.C1C=CC([P]([Pd]([P](C2C=CC=CC=2)(C2C=CC=CC=2)C2C=CC=CC=2)([P](C2C=CC=CC=2)(C2C=CC=CC=2)C2C=CC=CC=2)[P](C2C=CC=CC=2)(C2C=CC=CC=2)C2C=CC=CC=2)(C2C=CC=CC=2)C2C=CC=CC=2)=CC=1. The product is [CH:1]1[C:9]2[C:8]3[CH:10]=[CH:11][CH:12]=[CH:13][C:7]=3[O:6][C:5]=2[C:4]([C:18]2[CH:23]=[CH:22][C:21]([Si:24]([CH3:27])([CH3:26])[CH3:25])=[CH:20][CH:19]=2)=[CH:3][CH:2]=1. The yield is 0.960. (4) The reactants are Cl.[CH:2]12[CH2:11][CH:6]3[CH2:7][CH:8]([CH2:10][CH:4]([CH2:5]3)[CH:3]1[NH2:12])[CH2:9]2.[OH-].[Na+].Cl[CH2:16][CH:17]([OH:23])[CH2:18][S:19]([OH:22])(=[O:21])=[O:20].[Na]. The catalyst is O1CCOCC1.O. The product is [CH:2]12[CH2:11][CH:6]3[CH2:7][CH:8]([CH2:10][CH:4]([CH2:5]3)[CH:3]1[NH:12][CH2:16][CH:17]([OH:23])[CH2:18][S:19]([OH:22])(=[O:21])=[O:20])[CH2:9]2. The yield is 0.300. (5) The reactants are [NH2:1][C:2]1[CH:3]=[C:4]([C:9]#[C:10][C:11]2[CH:12]=[N:13][C:14]([NH:17][CH2:18][CH2:19][N:20]3[CH2:25][CH2:24][O:23][CH2:22][CH2:21]3)=[N:15][CH:16]=2)[C:5]([CH3:8])=[N:6][CH:7]=1.C([O-])(O)=O.[Na+].[C:31]1([O:37][C:38](Cl)=[O:39])[CH:36]=[CH:35][CH:34]=[CH:33][CH:32]=1.CCCC(C)C. The catalyst is C1COCC1.C(Cl)Cl.C(OCC)C. The product is [C:31]1([O:37][C:38](=[O:39])[NH:1][C:2]2[CH:7]=[N:6][C:5]([CH3:8])=[C:4]([C:9]#[C:10][C:11]3[CH:12]=[N:13][C:14]([NH:17][CH2:18][CH2:19][N:20]4[CH2:25][CH2:24][O:23][CH2:22][CH2:21]4)=[N:15][CH:16]=3)[CH:3]=2)[CH:36]=[CH:35][CH:34]=[CH:33][CH:32]=1. The yield is 0.270. (6) The reactants are [Br:1][C:2]1[CH:7]=[CH:6][C:5]([C:8](=[NH:10])[O-:9])=[CH:4][CH:3]=1.[CH2:11](N(CC)CC)[CH3:12].[C:18]1([C:28](Cl)=[O:29])[C:27]2[C:22](=[CH:23][CH:24]=[CH:25][CH:26]=2)[CH:21]=[CH:20][CH:19]=1. The catalyst is C1(C)C=CC=CC=1. The product is [Br:1][C:2]1[CH:7]=[CH:6][C:5]([C:8](=[N:10][C:28]([C:18]2[C:27]3[C:22](=[CH:23][CH:24]=[CH:25][CH:26]=3)[CH:21]=[CH:20][CH:19]=2)=[O:29])[O:9][CH2:11][CH3:12])=[CH:4][CH:3]=1. The yield is 0.750. (7) The reactants are [Cl:1][C:2]1[CH:7]=[CH:6][C:5]([CH:8]2[CH:12]([C:13]3[CH:18]=[CH:17][C:16]([Cl:19])=[CH:15][CH:14]=3)[N:11]([C:20]([N:22]3[CH2:27][CH2:26][N:25]([CH2:28][CH2:29][OH:30])[CH2:24][CH2:23]3)=[O:21])[C:10]([C:31]3[CH:36]=[CH:35][C:34]([O:37][CH3:38])=[CH:33][C:32]=3[O:39][CH:40]([CH3:42])[CH3:41])=[N:9]2)=[CH:4][CH:3]=1. The catalyst is Cl. The product is [ClH:1].[Cl:1][C:2]1[CH:3]=[CH:4][C:5]([CH:8]2[CH:12]([C:13]3[CH:18]=[CH:17][C:16]([Cl:19])=[CH:15][CH:14]=3)[N:11]([C:20]([N:22]3[CH2:27][CH2:26][N:25]([CH2:28][CH2:29][OH:30])[CH2:24][CH2:23]3)=[O:21])[C:10]([C:31]3[CH:36]=[CH:35][C:34]([O:37][CH3:38])=[CH:33][C:32]=3[O:39][CH:40]([CH3:42])[CH3:41])=[N:9]2)=[CH:6][CH:7]=1. The yield is 0.970.